Dataset: Peptide-MHC class II binding affinity with 134,281 pairs from IEDB. Task: Regression. Given a peptide amino acid sequence and an MHC pseudo amino acid sequence, predict their binding affinity value. This is MHC class II binding data. (1) The peptide sequence is DIKVQFQSGGANSPALYLLD. The MHC is DRB1_0301 with pseudo-sequence DRB1_0301. The binding affinity (normalized) is 0.215. (2) The peptide sequence is YDKFLANVSEVLTGK. The MHC is DRB1_0404 with pseudo-sequence DRB1_0404. The binding affinity (normalized) is 0.560. (3) The peptide sequence is GLNITGVTCGPGHGI. The binding affinity (normalized) is 0. The MHC is HLA-DQA10201-DQB10202 with pseudo-sequence HLA-DQA10201-DQB10202.